Dataset: Reaction yield outcomes from USPTO patents with 853,638 reactions. Task: Predict the reaction yield, written as a fraction of the theoretical maximum amount of product (1.0 means a 100% yield; for example, 0.34 means a 34% yield). (1) The reactants are [C:1]([O:6][CH2:7][CH2:8][N:9]=[C:10]=[O:11])(=[O:5])[C:2]([CH3:4])=[CH2:3].[CH2:12]([O:14][P:15]([CH2:20][CH2:21][CH2:22][CH2:23][CH2:24][CH2:25][NH2:26])(=[O:19])[O:16][CH2:17][CH3:18])[CH3:13]. The catalyst is C(Cl)Cl. The product is [CH2:17]([O:16][P:15]([CH2:20][CH2:21][CH2:22][CH2:23][CH2:24][CH2:25][NH:26][C:10]([NH:9][CH2:8][CH2:7][O:6][C:1](=[O:5])[C:2]([CH3:4])=[CH2:3])=[O:11])(=[O:19])[O:14][CH2:12][CH3:13])[CH3:18]. The yield is 0.970. (2) The product is [Cl:54][C:52]1[C:6]([O:5][CH2:4][CH:1]2[CH2:3][CH2:2]2)=[CH:7][N:8]=[C:9]([S:41]([CH3:29])(=[O:43])=[O:40])[N:10]=1. No catalyst specified. The yield is 0.783. The reactants are [CH:1]1([CH2:4][O:5][C:6]2[C:7](C3C4C(=CC=CC=4)C(=O)N(C)C=3)=[N:8][C:9](NS(C)(=O)=O)=[N:10]C=2)[CH2:3][CH2:2]1.[CH:29]1C=C(Cl)C=C(C(OO)=O)C=1.[O-:40][S:41]([O-:43])=O.[Na+].[Na+].CC(OC)(C)C.[CH2:52]([Cl:54])Cl. (3) The reactants are CC1(C)[O:6][C@H:5]([CH2:7][O:8][NH:9][C:10]([C:12]2[CH:13]=[CH:14][C:15]3[N:16]([CH:27]=[N:28][CH:29]=3)[C:17]=2[NH:18][C:19]2[CH:24]=[CH:23][C:22]([I:25])=[CH:21][C:20]=2[F:26])=[O:11])[CH2:4][O:3]1.CCN(CC)CC.C(#N)C.O. The catalyst is CO.ClCCl. The product is [OH:6][C@H:5]([CH2:4][OH:3])[CH2:7][O:8][NH:9][C:10]([C:12]1[CH:13]=[CH:14][C:15]2[N:16]([CH:27]=[N:28][CH:29]=2)[C:17]=1[NH:18][C:19]1[CH:24]=[CH:23][C:22]([I:25])=[CH:21][C:20]=1[F:26])=[O:11]. The yield is 0.230. (4) The reactants are Cl[C:2]1[CH:3]=[C:4]([CH:7]=[CH:8][C:9]=1[CH3:10])[C:5]#[N:6].[C:11](=[O:14])([O-])[O-:12].[Li+].[Li+].[CH3:17]O. The catalyst is Cl[Pd]Cl.C1C=CC(P(C2C=CC=CC=2)[C-]2C=CC=C2)=CC=1.C1C=CC(P(C2C=CC=CC=2)[C-]2C=CC=C2)=CC=1.[Fe+2]. The product is [C:5]([C:4]1[CH:7]=[CH:8][C:9]([CH3:10])=[C:2]([CH:3]=1)[C:11]([O:12][CH3:17])=[O:14])#[N:6]. The yield is 0.500. (5) The reactants are [NH2:1][C:2]1[CH:3]=[C:4]([OH:8])[CH:5]=[CH:6][CH:7]=1.CC(C)([O-])C.[K+].I[C:16]1[CH:17]=[CH:18][C:19]2[N:20]([CH:22]=[C:23]([NH:25][C:26](=[O:29])[CH2:27][CH3:28])[N:24]=2)[N:21]=1.C(=O)([O-])[O-].[K+].[K+]. The catalyst is CN(C)C=O.[Cl-].[Na+].O. The product is [NH2:1][C:2]1[CH:3]=[C:4]([CH:5]=[CH:6][CH:7]=1)[O:8][C:16]1[CH:17]=[CH:18][C:19]2[N:20]([CH:22]=[C:23]([NH:25][C:26](=[O:29])[CH2:27][CH3:28])[N:24]=2)[N:21]=1. The yield is 0.560. (6) The reactants are [Br:1][C:2]1[CH:7]=[CH:6][C:5]([F:8])=[C:4]([F:9])[C:3]=1[F:10].C([N-]C(C)C)(C)C.[Li+].[C:19](=[O:21])=[O:20]. The catalyst is C1COCC1. The product is [Br:1][C:2]1[C:3]([F:10])=[C:4]([F:9])[C:5]([F:8])=[C:6]([CH:7]=1)[C:19]([OH:21])=[O:20]. The yield is 0.820. (7) The reactants are [CH2:1]([O:3][C:4]([C:6]1[CH:11]=[CH:10][C:9]([Zn]I)=[CH:8][CH:7]=1)=[O:5])[CH3:2].[CH:14]1([C:17](Cl)=[O:18])[CH2:16][CH2:15]1. The catalyst is C1COCC1.Cl[Pd](Cl)(P(C1C=CC=CC=1)(C1C=CC=CC=1)C1C=CC=CC=1)P(C1C=CC=CC=1)(C1C=CC=CC=1)C1C=CC=CC=1. The product is [CH:14]1([C:17]([C:9]2[CH:10]=[CH:11][C:6]([C:4]([O:3][CH2:1][CH3:2])=[O:5])=[CH:7][CH:8]=2)=[O:18])[CH2:16][CH2:15]1. The yield is 0.710.